From a dataset of Peptide-MHC class II binding affinity with 134,281 pairs from IEDB. Regression. Given a peptide amino acid sequence and an MHC pseudo amino acid sequence, predict their binding affinity value. This is MHC class II binding data. (1) The peptide sequence is ATQARAAAAAFEQAH. The MHC is DRB1_0401 with pseudo-sequence DRB1_0401. The binding affinity (normalized) is 0.307. (2) The peptide sequence is KGIHTVFGSAFQGLF. The MHC is HLA-DQA10102-DQB10501 with pseudo-sequence HLA-DQA10102-DQB10501. The binding affinity (normalized) is 0.655. (3) The peptide sequence is NPRQAYANYRDIDLG. The MHC is HLA-DPA10103-DPB10401 with pseudo-sequence HLA-DPA10103-DPB10401. The binding affinity (normalized) is 0.172.